From a dataset of Catalyst prediction with 721,799 reactions and 888 catalyst types from USPTO. Predict which catalyst facilitates the given reaction. (1) Reactant: [NH2:1][C:2]([C:4]1[CH:9]=[C:8]([C:10]([NH:12][CH2:13][C:14]([CH3:17])([CH3:16])[CH3:15])=[O:11])[CH:7]=[CH:6][C:5]=1[C:18]1[C:23]([CH3:24])=[C:22]([F:25])[CH:21]=[C:20]([C:26]([OH:28])=O)[CH:19]=1)=[O:3].CN(C(ON1N=NC2C=CC=CC1=2)=[N+](C)C)C.F[P-](F)(F)(F)(F)F.CCN(CC)CC.[F:60][C:61]1[CH:66]=[CH:65][C:64]([CH2:67][NH2:68])=[CH:63][CH:62]=1. Product: [CH3:17][C:14]([CH3:16])([CH3:15])[CH2:13][NH:12][C:10]([C:8]1[CH:9]=[C:4]([C:2]([NH2:1])=[O:3])[C:5]([C:18]2[C:23]([CH3:24])=[C:22]([F:25])[CH:21]=[C:20]([C:26]([NH:68][CH2:67][C:64]3[CH:65]=[CH:66][C:61]([F:60])=[CH:62][CH:63]=3)=[O:28])[CH:19]=2)=[CH:6][CH:7]=1)=[O:11]. The catalyst class is: 3. (2) Reactant: Cl[C:2]1[N:3]=[C:4]2[CH:11]=[CH:10][N:9]=[C:8]([Cl:12])[C:5]2=[N:6][CH:7]=1.[O:13]1[CH:17]=[CH:16][N:15]=[C:14]1[CH2:18][OH:19].[H-].[Na+]. Product: [Cl:12][C:8]1[C:5]2=[N:6][CH:7]=[C:2]([O:19][CH2:18][C:14]3[O:13][CH:17]=[CH:16][N:15]=3)[N:3]=[C:4]2[CH:11]=[CH:10][N:9]=1. The catalyst class is: 1. (3) Reactant: [C:1]([O:5][C:6]([NH:8][C:9]1([C:14]([OH:16])=O)[CH2:13][CH2:12][CH2:11][CH2:10]1)=[O:7])([CH3:4])([CH3:3])[CH3:2].O[N:18]1C2C=CC=CC=2N=N1.Cl.C(N=C=NCCCN(C)C)C.N. Product: [C:1]([O:5][C:6]([NH:8][C:9]1([C:14]([NH2:18])=[O:16])[CH2:13][CH2:12][CH2:11][CH2:10]1)=[O:7])([CH3:4])([CH3:3])[CH3:2]. The catalyst class is: 884. (4) Reactant: [C:1]([C:3]1[C:4]([NH:24][C:25]2[CH:26]=[C:27]3[C:31](=[CH:32][CH:33]=2)[NH:30][CH:29]=[CH:28]3)=[C:5]([C:9]2[CH:10]=[C:11]([C:15]3[CH:20]=[CH:19][C:18]([C:21]([OH:23])=O)=[CH:17][CH:16]=3)[CH:12]=[CH:13][CH:14]=2)[CH:6]=[N:7][CH:8]=1)#[N:2].F[P-](F)(F)(F)(F)F.[N:41]1(O[P+](N(C)C)(N(C)C)N(C)C)[C:45]2C=CC=CC=2N=N1.CN.CO. Product: [C:1]([C:3]1[C:4]([NH:24][C:25]2[CH:26]=[C:27]3[C:31](=[CH:32][CH:33]=2)[NH:30][CH:29]=[CH:28]3)=[C:5]([C:9]2[CH:10]=[C:11]([C:15]3[CH:16]=[CH:17][C:18]([C:21]([NH:41][CH3:45])=[O:23])=[CH:19][CH:20]=3)[CH:12]=[CH:13][CH:14]=2)[CH:6]=[N:7][CH:8]=1)#[N:2]. The catalyst class is: 623. (5) Reactant: C(Cl)(C(Cl)=O)=O.CS(C)=O.[OH:11][CH2:12][C@@H:13]1[N:18]2[CH2:19][CH2:20][N:21]([C:23]3[C:24]([C:29]#[N:30])=[N:25][CH:26]=[CH:27][N:28]=3)[CH2:22][C@@H:17]2[CH2:16][CH2:15][CH2:14]1.CCN(CC)CC. Product: [CH:12]([C@@H:13]1[N:18]2[CH2:19][CH2:20][N:21]([C:23]3[C:24]([C:29]#[N:30])=[N:25][CH:26]=[CH:27][N:28]=3)[CH2:22][C@@H:17]2[CH2:16][CH2:15][CH2:14]1)=[O:11]. The catalyst class is: 2. (6) Reactant: [C:1]([NH:4][C:5]1[C:10]([C:11]2[C:16]([CH3:17])=[CH:15][C:14]([O:18][CH2:19][C:20]3([OH:28])[CH2:25][CH2:24][S:23](=[O:27])(=[O:26])[CH2:22][CH2:21]3)=[CH:13][C:12]=2[CH3:29])=[CH:9][C:8]([CH2:30][N:31](S(C2C=CC=CC=2[N+]([O-])=O)(=O)=O)[C:32]2[CH:37]=[CH:36][C:35]([CH2:38][CH2:39][C:40]([O:42][CH2:43][CH3:44])=[O:41])=[C:34]([F:45])[CH:33]=2)=[CH:7][CH:6]=1)(=[O:3])[CH3:2].SCC(O)=O.O.[OH-].[Li+]. Product: [C:1]([NH:4][C:5]1[C:10]([C:11]2[C:16]([CH3:17])=[CH:15][C:14]([O:18][CH2:19][C:20]3([OH:28])[CH2:25][CH2:24][S:23](=[O:26])(=[O:27])[CH2:22][CH2:21]3)=[CH:13][C:12]=2[CH3:29])=[CH:9][C:8]([CH2:30][NH:31][C:32]2[CH:37]=[CH:36][C:35]([CH2:38][CH2:39][C:40]([O:42][CH2:43][CH3:44])=[O:41])=[C:34]([F:45])[CH:33]=2)=[CH:7][CH:6]=1)(=[O:3])[CH3:2]. The catalyst class is: 391. (7) Reactant: [Br:1][C:2]1[C:6]([CH2:7]Cl)=[CH:5][N:4]([C:9]([CH2:12][CH3:13])([CH3:11])[CH3:10])[N:3]=1.[I-:14].[Na+]. Product: [Br:1][C:2]1[C:6]([CH2:7][I:14])=[CH:5][N:4]([C:9]([CH2:12][CH3:13])([CH3:11])[CH3:10])[N:3]=1. The catalyst class is: 21. (8) Reactant: [F:1][C:2]1[CH:7]=[CH:6][C:5]([F:8])=[CH:4][C:3]=1[OH:9].[Br:10][CH2:11][CH2:12][CH2:13]Br.C(=O)([O-])[O-].[K+].[K+]. Product: [Br:10][CH2:11][CH2:12][CH2:13][O:9][C:3]1[CH:4]=[C:5]([F:8])[CH:6]=[CH:7][C:2]=1[F:1]. The catalyst class is: 47.